This data is from Forward reaction prediction with 1.9M reactions from USPTO patents (1976-2016). The task is: Predict the product of the given reaction. Given the reactants [CH3:1][C:2]1[O:3][C:4]2[CH2:10][CH:9]([CH2:11][OH:12])[CH2:8][CH2:7][C:5]=2[N:6]=1.C1C=C[NH+]=CC=1.[O-][Cr](Cl)(=O)=O, predict the reaction product. The product is: [CH3:1][C:2]1[O:3][C:4]2[CH2:10][CH:9]([CH:11]=[O:12])[CH2:8][CH2:7][C:5]=2[N:6]=1.